Dataset: Forward reaction prediction with 1.9M reactions from USPTO patents (1976-2016). Task: Predict the product of the given reaction. (1) Given the reactants CN(C)CCCN=C=NCC.[NH2:12][C:13]1[CH:18]=[CH:17][C:16]([N:19]([CH2:27][CH2:28][C:29]2[CH:34]=[CH:33][CH:32]=[CH:31][N:30]=2)C(=O)OC(C)(C)C)=[CH:15][CH:14]=1.[CH:35]([C:38]1[CH:46]=[C:45]([CH3:47])[CH:44]=[CH:43][C:39]=1[C:40](O)=[O:41])([CH3:37])[CH3:36].ON1C2C=CC=CC=2N=N1.Cl.C(=O)([O-])[O-].[K+].[K+], predict the reaction product. The product is: [CH:35]([C:38]1[CH:46]=[C:45]([CH3:47])[CH:44]=[CH:43][C:39]=1[C:40]([NH:12][C:13]1[CH:14]=[CH:15][C:16]([NH:19][CH2:27][CH2:28][C:29]2[CH:34]=[CH:33][CH:32]=[CH:31][N:30]=2)=[CH:17][CH:18]=1)=[O:41])([CH3:37])[CH3:36]. (2) Given the reactants [CH2:1]([O:3][C:4]([C:6]1[CH:11]=[CH:10][N:9]([CH2:12][C:13]2[CH:18]=[CH:17][C:16]([O:19][CH3:20])=[CH:15][C:14]=2[O:21][CH3:22])[C:8](=[O:23])[C:7]=1[CH2:24]Br)=[O:5])[CH3:2].[CH3:26][O:27][C:28](=[O:41])[CH2:29][NH:30][S:31]([C:34]1[CH:39]=[CH:38][C:37]([CH3:40])=[CH:36][CH:35]=1)(=[O:33])=[O:32].[I-].[Na+].C(=O)([O-])[O-].[K+].[K+], predict the reaction product. The product is: [CH2:1]([O:3][C:4]([C:6]1[CH:11]=[CH:10][N:9]([CH2:12][C:13]2[CH:18]=[CH:17][C:16]([O:19][CH3:20])=[CH:15][C:14]=2[O:21][CH3:22])[C:8](=[O:23])[C:7]=1[CH2:24][N:30]([CH2:29][C:28]([O:27][CH3:26])=[O:41])[S:31]([C:34]1[CH:35]=[CH:36][C:37]([CH3:40])=[CH:38][CH:39]=1)(=[O:33])=[O:32])=[O:5])[CH3:2]. (3) Given the reactants [Cl:1][C:2]1[CH:10]=[CH:9][C:5]([C:6](Cl)=[O:7])=[CH:4][N:3]=1.[N+:11]([C:14]1[CH:20]=[CH:19][CH:18]=[CH:17][C:15]=1[NH2:16])([O-:13])=[O:12], predict the reaction product. The product is: [Cl:1][C:2]1[N:3]=[CH:4][C:5]([C:6]([NH:16][C:15]2[CH:17]=[CH:18][CH:19]=[CH:20][C:14]=2[N+:11]([O-:13])=[O:12])=[O:7])=[CH:9][CH:10]=1. (4) Given the reactants [CH2:1]([OH:8])[C:2]1[CH:7]=[CH:6][CH:5]=[CH:4][CH:3]=1.[H-].[Na+].Br[C:12]1[CH:17]=[CH:16][C:15]([Br:18])=[CH:14][N:13]=1, predict the reaction product. The product is: [CH2:1]([O:8][C:12]1[CH:17]=[CH:16][C:15]([Br:18])=[CH:14][N:13]=1)[C:2]1[CH:7]=[CH:6][CH:5]=[CH:4][CH:3]=1.